From a dataset of Catalyst prediction with 721,799 reactions and 888 catalyst types from USPTO. Predict which catalyst facilitates the given reaction. (1) Reactant: [C:1]([O:5][C:6](=[O:31])[CH2:7][O:8][C:9]1[C:18]2[CH2:17][CH2:16][CH2:15][C@@H:14]([NH:19][S:20]([C:23]3[CH:28]=[CH:27][C:26]([F:29])=[C:25]([Cl:30])[CH:24]=3)(=[O:22])=[O:21])[C:13]=2[CH:12]=[CH:11][CH:10]=1)([CH3:4])([CH3:3])[CH3:2].CI.[C:34](=O)([O-])[O-].[K+].[K+]. Product: [C:1]([O:5][C:6](=[O:31])[CH2:7][O:8][C:9]1[C:18]2[CH2:17][CH2:16][CH2:15][C@@H:14]([N:19]([S:20]([C:23]3[CH:28]=[CH:27][C:26]([F:29])=[C:25]([Cl:30])[CH:24]=3)(=[O:21])=[O:22])[CH3:34])[C:13]=2[CH:12]=[CH:11][CH:10]=1)([CH3:4])([CH3:2])[CH3:3]. The catalyst class is: 10. (2) Reactant: Cl[C:2]1[C:7]2=[CH:8][N:9]([C:11]3[C:16]([Cl:17])=[CH:15][CH:14]=[CH:13][C:12]=3[Cl:18])[N:10]=[C:6]2[CH:5]=[CH:4][N:3]=1.[CH:19]1([C:22]([NH2:24])=[O:23])[CH2:21][CH2:20]1.CC1(C)C2C(=C(P(C3C=CC=CC=3)C3C=CC=CC=3)C=CC=2)OC2C(P(C3C=CC=CC=3)C3C=CC=CC=3)=CC=CC1=2.C([O-])([O-])=O.[Cs+].[Cs+]. Product: [Cl:18][C:12]1[CH:13]=[CH:14][CH:15]=[C:16]([Cl:17])[C:11]=1[N:9]1[CH:8]=[C:7]2[C:2]([NH:24][C:22]([CH:19]3[CH2:21][CH2:20]3)=[O:23])=[N:3][CH:4]=[CH:5][C:6]2=[N:10]1. The catalyst class is: 62.